Dataset: Forward reaction prediction with 1.9M reactions from USPTO patents (1976-2016). Task: Predict the product of the given reaction. (1) Given the reactants [F:1][C:2]1[CH:31]=[CH:30][CH:29]=[C:28]([F:32])[C:3]=1[CH2:4][O:5][C:6]1[C:7]2[N:8]([C:13]([C:17]3[CH:18]=[N:19][N:20]([CH:22]([CH3:27])[CH2:23][C:24](O)=[O:25])[CH:21]=3)=[C:14]([CH3:16])[N:15]=2)[CH:9]=[C:10]([CH3:12])[CH:11]=1.CN(C(ON1N=NC2C=CC=NC1=2)=[N+](C)C)C.F[P-](F)(F)(F)(F)F.C(N(CC)C(C)C)(C)C.[CH2:66]([N:68]([CH2:72][CH3:73])[CH2:69][CH2:70][NH2:71])[CH3:67].C(O)(C(F)(F)F)=O, predict the reaction product. The product is: [CH2:66]([N:68]([CH2:72][CH3:73])[CH2:69][CH2:70][NH:71][C:24](=[O:25])[CH2:23][CH:22]([N:20]1[CH:21]=[C:17]([C:13]2[N:8]3[CH:9]=[C:10]([CH3:12])[CH:11]=[C:6]([O:5][CH2:4][C:3]4[C:28]([F:32])=[CH:29][CH:30]=[CH:31][C:2]=4[F:1])[C:7]3=[N:15][C:14]=2[CH3:16])[CH:18]=[N:19]1)[CH3:27])[CH3:67]. (2) Given the reactants [F:1][C:2]1[CH:3]=[CH:4][C:5]([O:19][CH3:20])=[C:6]([C:8]([CH3:18])([CH3:17])[CH2:9][C:10]2([C:13]([F:16])([F:15])[F:14])[CH2:12][O:11]2)[CH:7]=1.[OH:21][C:22]1[C:31]2[C:26](=[CH:27][CH:28]=[CH:29][CH:30]=2)[N:25]=[CH:24][CH:23]=1.[O-]CC.[Na+], predict the reaction product. The product is: [F:1][C:2]1[CH:3]=[CH:4][C:5]([O:19][CH3:20])=[C:6]([C:8]([CH3:18])([CH3:17])[CH2:9][C:10]([OH:11])([C:13]([F:16])([F:15])[F:14])[CH2:12][N:25]2[C:26]3[C:31](=[CH:30][CH:29]=[CH:28][CH:27]=3)[C:22](=[O:21])[CH:23]=[CH:24]2)[CH:7]=1. (3) Given the reactants B(Br)(Br)Br.C[O:6][C:7]1[C:16](=[O:17])[C:15]2[C:10](=[CH:11][C:12]([CH2:18][CH2:19][CH2:20][CH2:21][CH2:22][CH2:23][CH2:24][CH2:25][CH2:26][CH3:27])=[CH:13][CH:14]=2)[O:9][C:8]=1[C:28]1[CH:33]=[C:32]([O:34]C)[C:31]([O:36]C)=[CH:30][C:29]=1[O:38]C.CO, predict the reaction product. The product is: [OH:6][C:7]1[C:16](=[O:17])[C:15]2[C:10](=[CH:11][C:12]([CH2:18][CH2:19][CH2:20][CH2:21][CH2:22][CH2:23][CH2:24][CH2:25][CH2:26][CH3:27])=[CH:13][CH:14]=2)[O:9][C:8]=1[C:28]1[CH:33]=[C:32]([OH:34])[C:31]([OH:36])=[CH:30][C:29]=1[OH:38]. (4) Given the reactants [Cl:1][C:2]1[CH:7]=[CH:6][CH:5]=[C:4]([CH:8]=[CH:9][N+:10]([O-:12])=[O:11])[CH:3]=1.[CH3:13][Mg+].[Br-].Cl, predict the reaction product. The product is: [Cl:1][C:2]1[CH:7]=[CH:6][CH:5]=[C:4]([CH:8]([CH3:13])[CH2:9][N+:10]([O-:12])=[O:11])[CH:3]=1. (5) Given the reactants COC1C=C([C:11](=O)[CH2:12][CH2:13][C:14]([N:16]2[CH2:21][CH2:20][N:19]3CCC[C@H:18]3[CH2:17]2)=O)C=CC=1OC.C(OC(N1CCCCC1C(O)=O)=O)(C)(C)C.[CH3:42][O:43][C:44]1[CH:56]=[CH:55][C:47]([C:48]([CH2:50][CH2:51][C:52]([OH:54])=O)=[O:49])=[CH:46][C:45]=1[F:57], predict the reaction product. The product is: [F:57][C:45]1[CH:46]=[C:47]([C:48](=[O:49])[CH2:50][CH2:51][C:52]([N:19]2[CH2:20][CH2:21][N:16]3[CH2:14][CH2:13][CH2:12][CH2:11][CH:17]3[CH2:18]2)=[O:54])[CH:55]=[CH:56][C:44]=1[O:43][CH3:42]. (6) Given the reactants Br[C:2]1[C:3]([CH2:17][O:18][CH:19]2[CH:24]([C:25]3[CH:30]=[CH:29][C:28]([O:31][CH2:32][CH2:33][CH2:34][O:35][CH2:36][C:37]4[CH:42]=[CH:41][CH:40]=[CH:39][C:38]=4[O:43][CH3:44])=[CH:27][CH:26]=3)[CH2:23][CH2:22][N:21](C(OCC3C=CC=CC=3)=O)[CH2:20]2)=[CH:4][CH:5]=[C:6]2[C:10]=1[N:9]([CH2:11][CH2:12][CH2:13][O:14][CH3:15])[CH:8]=[C:7]2[CH3:16].C(N(CC)CC)C, predict the reaction product. The product is: [CH3:44][O:43][C:38]1[CH:39]=[CH:40][CH:41]=[CH:42][C:37]=1[CH2:36][O:35][CH2:34][CH2:33][CH2:32][O:31][C:28]1[CH:27]=[CH:26][C:25]([CH:24]2[CH2:23][CH2:22][NH:21][CH2:20][CH:19]2[O:18][CH2:17][C:3]2[CH:2]=[C:10]3[C:6]([C:7]([CH3:16])=[CH:8][N:9]3[CH2:11][CH2:12][CH2:13][O:14][CH3:15])=[CH:5][CH:4]=2)=[CH:30][CH:29]=1. (7) Given the reactants [Cl:1][C:2]1[CH:3]=[C:4]([C:9]2[C:21]([O:22][CH3:23])=[CH:20][C:12]([C:13]([NH:15][S:16]([CH3:19])(=[O:18])=[O:17])=[O:14])=[C:11]([F:24])[CH:10]=2)[CH:5]=[N:6][C:7]=1F.C([O-])([O-])=O.[Cs+].[Cs+].[F:31][C:32]1[CH:37]=[CH:36][C:35]([F:38])=[CH:34][C:33]=1[OH:39], predict the reaction product. The product is: [Cl:1][C:2]1[CH:3]=[C:4]([C:9]2[C:21]([O:22][CH3:23])=[CH:20][C:12]([C:13]([NH:15][S:16]([CH3:19])(=[O:18])=[O:17])=[O:14])=[C:11]([F:24])[CH:10]=2)[CH:5]=[N:6][C:7]=1[O:39][C:33]1[CH:34]=[C:35]([F:38])[CH:36]=[CH:37][C:32]=1[F:31]. (8) Given the reactants [NH2:1][C:2]1[C:17]([Cl:18])=[CH:16][C:5]([C:6]([NH:8][CH:9]2[CH2:14][CH2:13]N(C)[CH2:11][CH2:10]2)=[O:7])=[C:4]([F:19])[CH:3]=1.NC1CC[CH:24]([N:27]([CH3:29])[CH3:28])CC1, predict the reaction product. The product is: [NH2:1][C:2]1[C:17]([Cl:18])=[CH:16][C:5]([C:6]([NH:8][CH:9]2[CH2:10][CH2:11][CH:24]([N:27]([CH3:29])[CH3:28])[CH2:13][CH2:14]2)=[O:7])=[C:4]([F:19])[CH:3]=1. (9) The product is: [Cl:5][C:6]1[CH:26]=[CH:25][C:9]([O:10][CH2:11][C@H:12]2[CH2:17][CH2:16][CH2:15][NH:14][CH2:13]2)=[CH:8][C:7]=1[C:27]([NH:28][C:29](=[O:44])[NH:30][C:31]1[S:32][C:33]2[CH:39]=[C:38]([S:40]([CH3:43])(=[O:42])=[O:41])[CH:37]=[CH:36][C:34]=2[N:35]=1)=[O:45]. Given the reactants C(Cl)(=O)C.[Cl:5][C:6]1[CH:26]=[CH:25][C:9]([O:10][CH2:11][C@H:12]2[CH2:17][CH2:16][CH2:15][N:14](C(OC(C)(C)C)=O)[CH2:13]2)=[CH:8][C:7]=1[C:27](=[O:45])[NH:28][C:29](=[O:44])[NH:30][C:31]1[S:32][C:33]2[CH:39]=[C:38]([S:40]([CH3:43])(=[O:42])=[O:41])[CH:37]=[CH:36][C:34]=2[N:35]=1, predict the reaction product. (10) Given the reactants Cl[C:2](Cl)([O:4]C(=O)OC(Cl)(Cl)Cl)Cl.[CH:13]1([OH:17])[CH2:16][CH2:15][CH2:14]1.C(N(CC)CC)C.[N:25]1([C:31]([O:33][CH2:34][C:35]2[CH:40]=[CH:39][CH:38]=[CH:37][CH:36]=2)=[O:32])[CH2:30][CH2:29][NH:28][CH2:27][CH2:26]1, predict the reaction product. The product is: [CH:13]1([O:17][C:2]([N:28]2[CH2:29][CH2:30][N:25]([C:31]([O:33][CH2:34][C:35]3[CH:40]=[CH:39][CH:38]=[CH:37][CH:36]=3)=[O:32])[CH2:26][CH2:27]2)=[O:4])[CH2:16][CH2:15][CH2:14]1.